From a dataset of NCI-60 drug combinations with 297,098 pairs across 59 cell lines. Regression. Given two drug SMILES strings and cell line genomic features, predict the synergy score measuring deviation from expected non-interaction effect. (1) Drug 1: CN(CC1=CN=C2C(=N1)C(=NC(=N2)N)N)C3=CC=C(C=C3)C(=O)NC(CCC(=O)O)C(=O)O. Drug 2: C1C(C(OC1N2C=C(C(=O)NC2=O)F)CO)O. Cell line: RXF 393. Synergy scores: CSS=12.7, Synergy_ZIP=-7.80, Synergy_Bliss=-3.63, Synergy_Loewe=-15.6, Synergy_HSA=-4.96. (2) Drug 1: C1=C(C(=O)NC(=O)N1)F. Drug 2: COC1=NC(=NC2=C1N=CN2C3C(C(C(O3)CO)O)O)N. Cell line: SNB-75. Synergy scores: CSS=8.92, Synergy_ZIP=-5.42, Synergy_Bliss=-0.224, Synergy_Loewe=-5.71, Synergy_HSA=-0.510. (3) Drug 1: CC1=C(C(=CC=C1)Cl)NC(=O)C2=CN=C(S2)NC3=CC(=NC(=N3)C)N4CCN(CC4)CCO. Drug 2: CC1C(C(CC(O1)OC2CC(OC(C2O)C)OC3=CC4=CC5=C(C(=O)C(C(C5)C(C(=O)C(C(C)O)O)OC)OC6CC(C(C(O6)C)O)OC7CC(C(C(O7)C)O)OC8CC(C(C(O8)C)O)(C)O)C(=C4C(=C3C)O)O)O)O. Cell line: SR. Synergy scores: CSS=25.2, Synergy_ZIP=4.45, Synergy_Bliss=-1.21, Synergy_Loewe=-15.3, Synergy_HSA=-3.02. (4) Drug 2: C1=CC(=CC=C1CCCC(=O)O)N(CCCl)CCCl. Synergy scores: CSS=66.7, Synergy_ZIP=-9.94, Synergy_Bliss=-9.24, Synergy_Loewe=-25.7, Synergy_HSA=-7.05. Drug 1: CCC1=CC2CC(C3=C(CN(C2)C1)C4=CC=CC=C4N3)(C5=C(C=C6C(=C5)C78CCN9C7C(C=CC9)(C(C(C8N6C)(C(=O)OC)O)OC(=O)C)CC)OC)C(=O)OC.C(C(C(=O)O)O)(C(=O)O)O. Cell line: DU-145. (5) Drug 1: C1CCN(CC1)CCOC2=CC=C(C=C2)C(=O)C3=C(SC4=C3C=CC(=C4)O)C5=CC=C(C=C5)O. Drug 2: C1CNP(=O)(OC1)N(CCCl)CCCl. Cell line: HOP-62. Synergy scores: CSS=-8.92, Synergy_ZIP=2.14, Synergy_Bliss=-2.16, Synergy_Loewe=-7.13, Synergy_HSA=-6.78. (6) Drug 1: C1=CC(=C2C(=C1NCCNCCO)C(=O)C3=C(C=CC(=C3C2=O)O)O)NCCNCCO. Drug 2: C1CN(CCN1C(=O)CCBr)C(=O)CCBr. Cell line: MALME-3M. Synergy scores: CSS=27.7, Synergy_ZIP=0.552, Synergy_Bliss=2.31, Synergy_Loewe=-14.5, Synergy_HSA=2.44. (7) Drug 1: CC1OCC2C(O1)C(C(C(O2)OC3C4COC(=O)C4C(C5=CC6=C(C=C35)OCO6)C7=CC(=C(C(=C7)OC)O)OC)O)O. Drug 2: CN1C=C(C=N1)C2=C3N=C(C(=C(N3N=C2)N)Br)C4CCCNC4. Cell line: HCT116. Synergy scores: CSS=53.8, Synergy_ZIP=1.93, Synergy_Bliss=2.55, Synergy_Loewe=1.13, Synergy_HSA=5.05. (8) Cell line: NCI-H322M. Drug 2: C1=NNC2=C1C(=O)NC=N2. Synergy scores: CSS=23.1, Synergy_ZIP=-7.50, Synergy_Bliss=-1.76, Synergy_Loewe=-25.6, Synergy_HSA=-3.86. Drug 1: CC12CCC3C(C1CCC2=O)CC(=C)C4=CC(=O)C=CC34C. (9) Drug 1: C1=NNC2=C1C(=O)NC=N2. Drug 2: C1CCC(C(C1)N)N.C(=O)(C(=O)[O-])[O-].[Pt+4]. Cell line: SK-MEL-28. Synergy scores: CSS=-3.79, Synergy_ZIP=-1.49, Synergy_Bliss=-3.87, Synergy_Loewe=-13.7, Synergy_HSA=-5.75.